Dataset: Reaction yield outcomes from USPTO patents with 853,638 reactions. Task: Predict the reaction yield, written as a fraction of the theoretical maximum amount of product (1.0 means a 100% yield; for example, 0.34 means a 34% yield). (1) The reactants are [NH2:1][C:2]1[CH:3]=[C:4]([CH2:8][OH:9])[CH:5]=[CH:6][CH:7]=1.[C:10](O[C:10]([O:12][C:13]([CH3:16])([CH3:15])[CH3:14])=[O:11])([O:12][C:13]([CH3:16])([CH3:15])[CH3:14])=[O:11]. The catalyst is O1CCCC1. The product is [OH:9][CH2:8][C:4]1[CH:3]=[C:2]([NH:1][C:10](=[O:11])[O:12][C:13]([CH3:16])([CH3:15])[CH3:14])[CH:7]=[CH:6][CH:5]=1. The yield is 0.990. (2) The reactants are ClC(Cl)(O[C:5](=[O:11])[O:6][C:7](Cl)(Cl)Cl)Cl.[O:13]1[CH2:16]C(O)[CH2:14]1.C(N(CC)C(C)C)(C)C.[CH3:27][C@H:28]1[CH2:37][NH:36][C:35]2[C:30](=[CH:31][CH:32]=[C:33]([C:38]3[CH:39]=[N:40][N:41]([CH:43]4[CH2:46][O:45][CH2:44]4)[CH:42]=3)[CH:34]=2)[N:29]1[C:47](=[O:49])[CH3:48]. The catalyst is ClCCCl. The product is [C:47]([N:29]1[C:30]2[C:35](=[CH:34][C:33]([C:38]3[CH:39]=[N:40][N:41]([CH:43]4[CH2:46][O:45][CH2:44]4)[CH:42]=3)=[CH:32][CH:31]=2)[N:36]([C:5]([O:6][CH:7]2[CH2:16][O:13][CH2:14]2)=[O:11])[CH2:37][C@@H:28]1[CH3:27])(=[O:49])[CH3:48]. The yield is 0.630. (3) The catalyst is C(Cl)Cl. The yield is 0.820. The product is [N:1]1([S:7]([C:10]2[CH:16]=[CH:15][C:13]([NH:14][C:25]([C:23]3[O:24][C:20]([N+:17]([O-:19])=[O:18])=[CH:21][CH:22]=3)=[O:26])=[CH:12][CH:11]=2)(=[O:9])=[O:8])[CH2:2][CH2:3][CH2:4][CH2:5][CH2:6]1. The reactants are [N:1]1([S:7]([C:10]2[CH:16]=[CH:15][C:13]([NH2:14])=[CH:12][CH:11]=2)(=[O:9])=[O:8])[CH2:6][CH2:5][CH2:4][CH2:3][CH2:2]1.[N+:17]([C:20]1[O:24][C:23]([C:25](Cl)=[O:26])=[CH:22][CH:21]=1)([O-:19])=[O:18].C(#N)C. (4) The product is [C:11]1([C:17](=[N:18][C:2]2[S:6][CH:5]=[N:4][C:3]=2[C:7]([O:9][CH3:10])=[O:8])[C:19]2[CH:20]=[CH:21][CH:22]=[CH:23][CH:24]=2)[CH:16]=[CH:15][CH:14]=[CH:13][CH:12]=1. The yield is 0.840. The catalyst is C1(C)C=CC=CC=1.C1C=CC(/C=C/C(/C=C/C2C=CC=CC=2)=O)=CC=1.C1C=CC(/C=C/C(/C=C/C2C=CC=CC=2)=O)=CC=1.C1C=CC(/C=C/C(/C=C/C2C=CC=CC=2)=O)=CC=1.[Pd].[Pd].C(Cl)(Cl)Cl.C(OCC)(=O)C. The reactants are Br[C:2]1[S:6][CH:5]=[N:4][C:3]=1[C:7]([O:9][CH3:10])=[O:8].[C:11]1([C:17]([C:19]2[CH:24]=[CH:23][CH:22]=[CH:21][CH:20]=2)=[NH:18])[CH:16]=[CH:15][CH:14]=[CH:13][CH:12]=1.C(=O)([O-])[O-].[Cs+].[Cs+].C1(P(C2C=CC=CC=2)C2C3OC4C(=CC=CC=4P(C4C=CC=CC=4)C4C=CC=CC=4)C(C)(C)C=3C=CC=2)C=CC=CC=1. (5) The reactants are FC1C=C(F)C=CC=1C1C=C(CN2C(=O)C3=CC=CC=C3C2=O)C(=O)N(CC(C)C)N=1.[C:32]([C:35]1[C:36](=[O:58])[N:37]([CH2:50][C:51]2[CH:56]=[CH:55][C:54]([F:57])=[CH:53][CH:52]=2)[N:38]=[C:39]([C:41]2[CH:46]=[CH:45][C:44]([O:47][CH3:48])=[C:43]([F:49])[CH:42]=2)[CH:40]=1)(O)=[O:33]. No catalyst specified. The product is [F:57][C:54]1[CH:53]=[CH:52][C:51]([CH2:50][N:37]2[C:36](=[O:58])[C:35]([CH2:32][OH:33])=[CH:40][C:39]([C:41]3[CH:46]=[CH:45][C:44]([O:47][CH3:48])=[C:43]([F:49])[CH:42]=3)=[N:38]2)=[CH:56][CH:55]=1. The yield is 0.270. (6) The reactants are [S:1]1[CH2:5][CH2:4][C:3](=O)[CH2:2]1.[Si](OS(C(F)(F)F)(=O)=O)(C)(C)C.[Br:19][C:20]1[CH:21]=[C:22]2[C:26](=[C:27]([C:29]([O:31][CH2:32][CH3:33])=[O:30])[CH:28]=1)[NH:25][CH:24]=[CH:23]2.C([SiH](CC)CC)C. The catalyst is ClCCl. The product is [Br:19][C:20]1[CH:21]=[C:22]2[C:26](=[C:27]([C:29]([O:31][CH2:32][CH3:33])=[O:30])[CH:28]=1)[NH:25][CH:24]=[C:23]2[CH:3]1[CH2:4][CH2:5][S:1][CH2:2]1. The yield is 0.470.